Dataset: Peptide-MHC class I binding affinity with 185,985 pairs from IEDB/IMGT. Task: Regression. Given a peptide amino acid sequence and an MHC pseudo amino acid sequence, predict their binding affinity value. This is MHC class I binding data. (1) The peptide sequence is YTFCGTIEY. The MHC is BoLA-D18.4 with pseudo-sequence BoLA-D18.4. The binding affinity (normalized) is 0.497. (2) The peptide sequence is KQFDTYNLW. The MHC is HLA-A26:01 with pseudo-sequence HLA-A26:01. The binding affinity (normalized) is 0.0847. (3) The peptide sequence is KPWLRAHPV. The MHC is HLA-B07:02 with pseudo-sequence HLA-B07:02. The binding affinity (normalized) is 1.00. (4) The peptide sequence is IPLYRNGDF. The MHC is HLA-B54:01 with pseudo-sequence HLA-B54:01. The binding affinity (normalized) is 0.0641. (5) The peptide sequence is GAIKNSTAI. The MHC is HLA-A02:01 with pseudo-sequence HLA-A02:01. The binding affinity (normalized) is 0.0173.